Task: Predict the reactants needed to synthesize the given product.. Dataset: Full USPTO retrosynthesis dataset with 1.9M reactions from patents (1976-2016) (1) Given the product [CH3:1][O:2][C:3]1[CH:18]=[CH:17][C:6]([CH2:7][N:8]2[N:12]=[N:11][C:10]([CH2:13][C:14]([Cl:21])=[O:15])=[N:9]2)=[CH:5][CH:4]=1, predict the reactants needed to synthesize it. The reactants are: [CH3:1][O:2][C:3]1[CH:18]=[CH:17][C:6]([CH2:7][N:8]2[N:12]=[N:11][C:10]([CH2:13][C:14](O)=[O:15])=[N:9]2)=[CH:5][CH:4]=1.S(Cl)([Cl:21])=O. (2) Given the product [OH:6][CH2:5][CH:4]1[O:7][CH:1]([N:8]2[CH:9]=[N:10][C:11]3[C:12](=[O:13])[NH:14][C:15]([NH:16][C:24](=[O:28])[CH:25]([CH3:27])[CH3:26])=[N:17][C:18]2=3)[CH2:2][CH2:3]1, predict the reactants needed to synthesize it. The reactants are: [C@@H:1]1([N:8]2[C:18]3[N:17]=[C:15]([NH2:16])[NH:14][C:12](=[O:13])[C:11]=3[N:10]=[CH:9]2)[O:7][C@H:4]([CH2:5][OH:6])[CH2:3][CH2:2]1.C[Si](C)(C)Cl.[C:24](O[C:24](=[O:28])[CH:25]([CH3:27])[CH3:26])(=[O:28])[CH:25]([CH3:27])[CH3:26].N. (3) Given the product [NH2:17][C:8]1[C:7]2=[N:6][N:5]([CH2:18][CH2:19][CH3:20])[C:4]([CH2:3][C:2]([NH:1][C:24](=[O:31])[C:25]3[CH:30]=[CH:29][N:28]=[CH:27][CH:26]=3)([CH3:21])[CH3:22])=[C:16]2[C:15]2[CH:14]=[CH:13][CH:12]=[CH:11][C:10]=2[N:9]=1, predict the reactants needed to synthesize it. The reactants are: [NH2:1][C:2]([CH3:22])([CH3:21])[CH2:3][C:4]1[N:5]([CH2:18][CH2:19][CH3:20])[N:6]=[C:7]2[C:16]=1[C:15]1[CH:14]=[CH:13][CH:12]=[CH:11][C:10]=1[N:9]=[C:8]2[NH2:17].Cl.[C:24](Cl)(=[O:31])[C:25]1[CH:30]=[CH:29][N:28]=[CH:27][CH:26]=1. (4) Given the product [CH3:21][C:18]1[CH:19]=[CH:20][C:14]2[N+:13]([O-:22])=[N:12][C:11]([NH:9][CH2:8][CH2:7][N:1]3[CH2:6][CH2:5][CH2:4][CH2:3][CH2:2]3)=[N:16][C:15]=2[CH:17]=1, predict the reactants needed to synthesize it. The reactants are: [N:1]1([CH2:7][CH2:8][NH2:9])[CH2:6][CH2:5][CH2:4][CH2:3][CH2:2]1.Cl[C:11]1[N:12]=[N+:13]([O-:22])[C:14]2[CH:20]=[CH:19][C:18]([CH3:21])=[CH:17][C:15]=2[N:16]=1. (5) Given the product [C:1]([O:5][C:6]([N:8]1[CH2:12][C@@H:11]([NH2:13])[C@H:10]([CH2:23][N:24]([C:38](=[O:39])[C:37]2[CH:41]=[CH:42][C:43]([O:44][CH3:45])=[C:35]([O:34][CH2:33][CH2:32][NH:31][C:28](=[O:30])[CH3:29])[CH:36]=2)[CH:25]([CH3:26])[CH3:27])[CH2:9]1)=[O:7])([CH3:2])([CH3:3])[CH3:4], predict the reactants needed to synthesize it. The reactants are: [C:1]([O:5][C:6]([N:8]1[CH2:12][C@@H:11]([NH:13]C(OCC[Si](C)(C)C)=O)[C@H:10]([CH2:23][NH:24][CH:25]([CH3:27])[CH3:26])[CH2:9]1)=[O:7])([CH3:4])([CH3:3])[CH3:2].[C:28]([NH:31][CH2:32][CH2:33][O:34][C:35]1[CH:36]=[C:37]([CH:41]=[CH:42][C:43]=1[O:44][CH3:45])[C:38](O)=[O:39])(=[O:30])[CH3:29].CCCCCC.CCOC(C)=O.CC#N.O. (6) Given the product [NH2:34][C:35]([O:1][CH2:2][C@@H:3]1[CH2:8][C:7]([C:9]2[N:10]=[C:11]([S:14][CH2:15][C:16]3[CH:17]=[CH:18][C:19]([O:22][CH3:23])=[CH:20][CH:21]=3)[S:12][CH:13]=2)=[CH:6][CH2:5][N:4]1[C:24]([O:26][CH2:27][CH:28]=[CH2:29])=[O:25])=[O:36], predict the reactants needed to synthesize it. The reactants are: [OH:1][CH2:2][C@@H:3]1[CH2:8][C:7]([C:9]2[N:10]=[C:11]([S:14][CH2:15][C:16]3[CH:21]=[CH:20][C:19]([O:22][CH3:23])=[CH:18][CH:17]=3)[S:12][CH:13]=2)=[CH:6][CH2:5][N:4]1[C:24]([O:26][CH2:27][CH:28]=[CH2:29])=[O:25].ClS([N:34]=[C:35]=[O:36])(=O)=O.O.C(OCC)(=O)C.